Regression. Given a target protein amino acid sequence and a drug SMILES string, predict the binding affinity score between them. We predict pIC50 (pIC50 = -log10(IC50 in M); higher means more potent). Dataset: bindingdb_ic50. From a dataset of Drug-target binding data from BindingDB using IC50 measurements. The compound is Cc1ccccc1CNC(=O)Nc1nsc2ccc([N+](=O)[O-])cc12. The target protein (Q8VBX1) has sequence MRDPVFLLGFWSLYCCFPAGSLTTLRPQGSLRDEHHKPTGVPVTITTKPSVTFNIRTSKDPEHEGCNLSLGDSKLLENCGFNMTAKTFFIIHGWTMSGMFESWLHKLVSALQTREKEANVVVVDWLPLAHQLYIDAVSNTRVVGRRVAGMLNWLQEKGEFSLGDVHLIGYSLGAHVAGYAGNFVKGTVGRITGLDPAGPMFEGVDINRRLSPDDADFVDVLHTYTLSFGLSIGIRMPVGHIDIYPNGGDFQPGCGFNDVMGSFAYGTISEMVKCEHERAVHLFVDSLVNQDKPSFAFQCTDPNRFKRGICLSCRKNRCNNIGYNAKKMRKKRNSKMYLKTRAGMPFRVYHYQLKVHMFSYKNSGDIQPDLYITLYGSNADSQNLPLEIVEKIELNATNTFLVYTEEYLGDLFKIRLTWEGVSSSWYNLWNEFRSYLSQPSSPSRELHIRRIRVKSGETQRKVAFCVQDPMKNSISPGQELWFYKCQNDCRVKN. The pIC50 is 4.8.